This data is from Full USPTO retrosynthesis dataset with 1.9M reactions from patents (1976-2016). The task is: Predict the reactants needed to synthesize the given product. Given the product [Cl:12][C:13]1[CH:22]=[CH:21][C:16]([O:17][CH2:18][C:19]#[N:20])=[C:15](/[CH:23]=[C:6]2\[C:7](=[O:11])[NH:8][C:9]3[C:5]\2=[CH:4][CH:3]=[C:2]([Cl:1])[CH:10]=3)[CH:14]=1, predict the reactants needed to synthesize it. The reactants are: [Cl:1][C:2]1[CH:10]=[C:9]2[C:5]([CH2:6][C:7](=[O:11])[NH:8]2)=[CH:4][CH:3]=1.[Cl:12][C:13]1[CH:22]=[CH:21][C:16]([O:17][CH2:18][C:19]#[N:20])=[C:15]([CH:23]=O)[CH:14]=1.N1CCCC1.